This data is from Reaction yield outcomes from USPTO patents with 853,638 reactions. The task is: Predict the reaction yield, written as a fraction of the theoretical maximum amount of product (1.0 means a 100% yield; for example, 0.34 means a 34% yield). (1) The reactants are [OH-].[Na+].[Br:3][C:4]1[S:14][C:7]2[C:8]([CH3:13])([CH3:12])[NH:9][C:10](=[O:11])[C:6]=2[CH:5]=1.Cl.Cl[CH2:17][CH2:18][N:19]1[CH2:24][CH2:23][O:22][CH2:21][CH2:20]1. The catalyst is [I-].C([N+](CCCC)(CCCC)CCCC)CCC.O.O1CCOCC1. The product is [Br:3][C:4]1[S:14][C:7]2[C:8]([CH3:12])([CH3:13])[N:9]([CH2:17][CH2:18][N:19]3[CH2:24][CH2:23][O:22][CH2:21][CH2:20]3)[C:10](=[O:11])[C:6]=2[CH:5]=1. The yield is 0.570. (2) The product is [F:1][C:2]1[CH:3]=[C:4]([C:8]2[N:13]=[C:12]([NH:14][C:22]3[CH:23]=[N:24][CH:25]=[CH:26][CH:27]=3)[CH:11]=[N:10][C:9]=2[C:15]2[CH:20]=[CH:19][N:18]=[CH:17][CH:16]=2)[CH:5]=[CH:6][CH:7]=1. The yield is 0.630. The reactants are [F:1][C:2]1[CH:3]=[C:4]([C:8]2[N:13]=[C:12]([NH2:14])[CH:11]=[N:10][C:9]=2[C:15]2[CH:20]=[CH:19][N:18]=[CH:17][CH:16]=2)[CH:5]=[CH:6][CH:7]=1.Br[C:22]1[CH:23]=[N:24][CH:25]=[CH:26][CH:27]=1.CC1(C)C2C=CC=C(P(C3C=CC=CC=3)C3C=CC=CC=3)C=2OC2C1=CC=CC=2P(C1C=CC=CC=1)C1C=CC=CC=1.C(=O)([O-])[O-].[Cs+].[Cs+]. The catalyst is [Pd].[Pd].C(=CC(C=CC1C=CC=CC=1)=O)C1C=CC=CC=1.C(=CC(C=CC1C=CC=CC=1)=O)C1C=CC=CC=1.C(=CC(C=CC1C=CC=CC=1)=O)C1C=CC=CC=1.O.O1CCOCC1. (3) The reactants are [NH:1]([CH2:8][CH2:9][OH:10])[C:2]1[CH:7]=[CH:6][CH:5]=[CH:4][CH:3]=1.Cl[CH2:12][C:13](Cl)=[O:14].[OH-].[Na+]. The catalyst is CC(O)C. The product is [C:2]1([N:1]2[CH2:8][CH2:9][O:10][CH2:12][C:13]2=[O:14])[CH:7]=[CH:6][CH:5]=[CH:4][CH:3]=1. The yield is 0.620. (4) The reactants are [CH3:1][N:2]1[CH2:6][CH2:5][CH2:4][CH:3]1[C:7]([NH:9][C@H:10]([C:29]([O:31]C)=[O:30])[CH2:11][C:12]1[CH:17]=[CH:16][C:15]([O:18][CH2:19][CH2:20][C:21]2[CH:26]=[CH:25][CH:24]=[C:23]([NH:27][CH3:28])[N:22]=2)=[CH:14][CH:13]=1)=[O:8].[OH-].[Na+]. The catalyst is CC(N(C)C)=O. The product is [CH3:1][N:2]1[CH2:6][CH2:5][CH2:4][CH:3]1[C:7]([NH:9][C@H:10]([C:29]([OH:31])=[O:30])[CH2:11][C:12]1[CH:17]=[CH:16][C:15]([O:18][CH2:19][CH2:20][C:21]2[CH:26]=[CH:25][CH:24]=[C:23]([NH:27][CH3:28])[N:22]=2)=[CH:14][CH:13]=1)=[O:8]. The yield is 0.370. (5) The reactants are [CH3:1][C@H:2]([O:5][C:6]1[CH:15]=[CH:14][C:9]([C:10]([O:12]C)=[O:11])=[CH:8][CH:7]=1)[CH2:3][CH3:4].[OH-].[Na+]. The catalyst is CO. The product is [CH3:1][C@H:2]([O:5][C:6]1[CH:15]=[CH:14][C:9]([C:10]([OH:12])=[O:11])=[CH:8][CH:7]=1)[CH2:3][CH3:4]. The yield is 0.860.